This data is from Reaction yield outcomes from USPTO patents with 853,638 reactions. The task is: Predict the reaction yield, written as a fraction of the theoretical maximum amount of product (1.0 means a 100% yield; for example, 0.34 means a 34% yield). (1) The reactants are [F:1][C:2]1[CH:10]=[CH:9][C:8]2[NH:7][C:6]3[CH:11]=[N:12][N:13]([CH:14]4[CH2:19][CH2:18][CH2:17][CH2:16][O:15]4)[C:5]=3[C:4]=2[CH:3]=1.[CH2:20]([O:27][C:28]1[N:33]=[C:32]([CH3:34])[C:31](Br)=[CH:30][CH:29]=1)[C:21]1[CH:26]=[CH:25][CH:24]=[CH:23][CH:22]=1.C([O-])([O-])=O.[Cs+].[Cs+]. The catalyst is CN(C=O)C.S1C=CC=C1C(O[Cu])=O. The product is [CH2:20]([O:27][C:28]1[N:33]=[C:32]([CH3:34])[C:31]([N:7]2[C:8]3[CH:9]=[CH:10][C:2]([F:1])=[CH:3][C:4]=3[C:5]3[N:13]([CH:14]4[CH2:19][CH2:18][CH2:17][CH2:16][O:15]4)[N:12]=[CH:11][C:6]2=3)=[CH:30][CH:29]=1)[C:21]1[CH:22]=[CH:23][CH:24]=[CH:25][CH:26]=1. The yield is 0.320. (2) The reactants are [CH3:1][N:2]([CH3:18])[CH2:3][CH2:4][N:5]1[CH2:10][CH2:9][C:8]2[NH:11][C:12]([CH:15]=O)=[C:13]([CH3:14])[C:7]=2[C:6]1=[O:17].[Cl:19][C:20]1[CH:21]=[C:22]([NH:27][C:28]2[C:29]3[CH2:36][C:35](=[O:37])[NH:34][C:30]=3[N:31]=[CH:32][N:33]=2)[CH:23]=[CH:24][C:25]=1[F:26]. No catalyst specified. The product is [Cl:19][C:20]1[CH:21]=[C:22]([NH:27][C:28]2[C:29]3[C:36](=[CH:15][C:12]4[NH:11][C:8]5[CH2:9][CH2:10][N:5]([CH2:4][CH2:3][N:2]([CH3:18])[CH3:1])[C:6](=[O:17])[C:7]=5[C:13]=4[CH3:14])[C:35](=[O:37])[NH:34][C:30]=3[N:31]=[CH:32][N:33]=2)[CH:23]=[CH:24][C:25]=1[F:26]. The yield is 0.615. (3) The reactants are [CH2:1]([NH:8][CH2:9][C:10]([C:12]1[CH:17]=[CH:16][C:15]([O:18][CH3:19])=[CH:14][CH:13]=1)=[O:11])[C:2]1[CH:7]=[CH:6][CH:5]=[CH:4][CH:3]=1.[CH3:20][O:21][C:22]1[CH:23]=[C:24]([CH:27]=[CH:28][CH:29]=1)[CH:25]=O.[BH-](OC(C)=O)(OC(C)=O)OC(C)=O.[Na+].C([O-])(O)=O.[Na+]. The catalyst is ClCCCl. The product is [CH2:1]([N:8]([CH2:25][C:24]1[CH:27]=[CH:28][CH:29]=[C:22]([O:21][CH3:20])[CH:23]=1)[CH2:9][C:10]([C:12]1[CH:13]=[CH:14][C:15]([O:18][CH3:19])=[CH:16][CH:17]=1)=[O:11])[C:2]1[CH:3]=[CH:4][CH:5]=[CH:6][CH:7]=1. The yield is 0.830. (4) The reactants are [H-].[Al+3].[Li+].[H-].[H-].[H-].CCOCC.[Cl-].[Cl-].[Cl-].[Al+3].[F:16][C:17]1[CH:22]=[C:21]([CH:23]=[CH:24][N+:25]([O-])=O)[CH:20]=[C:19]([F:28])[C:18]=1[OH:29]. The catalyst is C1COCC1. The product is [NH2:25][CH2:24][CH2:23][C:21]1[CH:20]=[C:19]([F:28])[C:18]([OH:29])=[C:17]([F:16])[CH:22]=1. The yield is 0.870. (5) The product is [Cl:4][C:5]1[N:6]=[C:7]([NH:3][CH2:1][CH3:2])[C:8]2[CH2:14][O:13][CH2:12][CH:11]([C:15]3[CH:20]=[C:19]([F:21])[CH:18]=[C:17]([F:22])[CH:16]=3)[C:9]=2[N:10]=1. The reactants are [CH2:1]([NH2:3])[CH3:2].[Cl:4][C:5]1[N:6]=[C:7](Cl)[C:8]2[CH2:14][O:13][CH2:12][CH:11]([C:15]3[CH:20]=[C:19]([F:21])[CH:18]=[C:17]([F:22])[CH:16]=3)[C:9]=2[N:10]=1.CCN(C(C)C)C(C)C. The yield is 0.870. The catalyst is C1COCC1.